From a dataset of Ames mutagenicity test results for genotoxicity prediction. Regression/Classification. Given a drug SMILES string, predict its toxicity properties. Task type varies by dataset: regression for continuous values (e.g., LD50, hERG inhibition percentage) or binary classification for toxic/non-toxic outcomes (e.g., AMES mutagenicity, cardiotoxicity, hepatotoxicity). Dataset: ames. (1) The molecule is O=[N+]([O-])c1ccc(O)c([N+](=O)[O-])c1. The result is 0 (non-mutagenic). (2) The drug is Nc1ccccc1C(F)(F)F. The result is 0 (non-mutagenic). (3) The compound is c1ccc2c([C@@H]3CO3)c3ccccc3cc2c1. The result is 1 (mutagenic). (4) The drug is O=NN1CCCNC1=O. The result is 1 (mutagenic). (5) The compound is CCN(CC)S(=O)(=O)c1ccc(NC(C)=O)cc1. The result is 0 (non-mutagenic). (6) The drug is CN(C)CCN(C)C. The result is 0 (non-mutagenic). (7) The drug is Cc1ccc([N+](=O)[O-])c(C)c1. The result is 1 (mutagenic).